Predict which catalyst facilitates the given reaction. From a dataset of Catalyst prediction with 721,799 reactions and 888 catalyst types from USPTO. (1) Reactant: B(Cl)(Cl)Cl.C(OC(=O)[C:11]([C:13]1[CH:18]=[C:17]([C:19]2[O:23][N:22]=[C:21]([CH3:24])[C:20]=2[C:25]2[CH:30]=[CH:29][C:28]([O:31][CH3:32])=[CH:27][CH:26]=2)[C:16]([O:33]CC2C=CC=CC=2)=[CH:15][C:14]=1[O:41]CC1C=CC=CC=1)=[CH2:12])(C)(C)C.[C:50](=[O:52])=[O:51].CC(C)=O.O. Product: [OH:41][C:14]1[CH:15]=[C:16]([OH:33])[C:17]([C:19]2[O:23][N:22]=[C:21]([CH3:24])[C:20]=2[C:25]2[CH:30]=[CH:29][C:28]([O:31][CH3:32])=[CH:27][CH:26]=2)=[CH:18][C:13]=1[CH:11]=[CH:12][C:50]([OH:52])=[O:51]. The catalyst class is: 96. (2) Reactant: [Br:1][C:2]1[CH:7]=[CH:6][C:5]([C@@H:8]([NH2:10])[CH3:9])=[CH:4][CH:3]=1.[Cl:11][C:12]1[CH:17]=[C:16]([N+:18]([O-:20])=[O:19])[C:15]([O:21][CH3:22])=[CH:14][C:13]=1[CH:23]=[CH2:24].C1(C=CC(O)=CC=1)O. Product: [Br:1][C:2]1[CH:7]=[CH:6][C:5]([C@@H:8]([NH:10][CH2:24][CH2:23][C:13]2[CH:14]=[C:15]([O:21][CH3:22])[C:16]([N+:18]([O-:20])=[O:19])=[CH:17][C:12]=2[Cl:11])[CH3:9])=[CH:4][CH:3]=1. The catalyst class is: 51. (3) Reactant: [I:1]I.C1C=CC(P(C2C=CC=CC=2)C2C=CC=CC=2)=CC=1.N1C=CN=C1.O[CH2:28][CH2:29][C:30]1[N:35]=[C:34]([NH:36][C:37](=[O:43])[O:38][C:39]([CH3:42])([CH3:41])[CH3:40])[CH:33]=[CH:32][CH:31]=1. Product: [I:1][CH2:28][CH2:29][C:30]1[N:35]=[C:34]([NH:36][C:37](=[O:43])[O:38][C:39]([CH3:42])([CH3:41])[CH3:40])[CH:33]=[CH:32][CH:31]=1. The catalyst class is: 2.